Dataset: Reaction yield outcomes from USPTO patents with 853,638 reactions. Task: Predict the reaction yield, written as a fraction of the theoretical maximum amount of product (1.0 means a 100% yield; for example, 0.34 means a 34% yield). (1) The reactants are [CH3:1][CH2:2][C:3](=O)[CH2:4][C:5](=O)[CH2:6][CH3:7].[NH2:10][C:11]1[NH:15][N:14]=[C:13]([CH2:16][CH2:17][CH2:18][N:19]([C:23]2[CH:28]=[CH:27][C:26]([F:29])=[CH:25][CH:24]=2)[CH2:20][CH2:21][OH:22])[N:12]=1.N1C=CC=CC=1. The catalyst is C(Cl)(Cl)Cl.CO.C(O)(=O)C. The product is [CH2:2]([C:3]1[CH:4]=[C:5]([CH2:6][CH3:7])[N:15]2[N:14]=[C:13]([CH2:16][CH2:17][CH2:18][N:19]([C:23]3[CH:24]=[CH:25][C:26]([F:29])=[CH:27][CH:28]=3)[CH2:20][CH2:21][OH:22])[N:12]=[C:11]2[N:10]=1)[CH3:1]. The yield is 0.720. (2) The reactants are [F:1][C:2]1[CH:7]=[CH:6][CH:5]=[CH:4][C:3]=1[C:8]1[N:12]([S:13]([C:16]2[CH:17]=[N:18][CH:19]=[CH:20][CH:21]=2)(=[O:15])=[O:14])[CH:11]=[C:10]([CH:22]=[O:23])[CH:9]=1.[Br:24]N1C(=O)CCC1=O.C(=O)([O-])O.[Na+]. The catalyst is CN(C)C=O. The product is [Br:24][C:11]1[N:12]([S:13]([C:16]2[CH:17]=[N:18][CH:19]=[CH:20][CH:21]=2)(=[O:15])=[O:14])[C:8]([C:3]2[CH:4]=[CH:5][CH:6]=[CH:7][C:2]=2[F:1])=[CH:9][C:10]=1[CH:22]=[O:23]. The yield is 0.660. (3) The reactants are [CH3:1][C:2]1([CH3:14])[CH2:7][CH:6]([CH2:8][C:9](O)=O)[CH2:5][C:4]([CH3:13])([CH3:12])[NH:3]1.[NH:15]([C:17](=[S:19])[NH2:18])[NH2:16].O=P(Cl)(Cl)Cl. No catalyst specified. The product is [CH3:1][C:2]1([CH3:14])[CH2:7][CH:6]([CH2:8][C:9]2[S:19][C:17]([NH2:18])=[N:15][N:16]=2)[CH2:5][C:4]([CH3:13])([CH3:12])[NH:3]1. The yield is 0.220. (4) The reactants are [Br:1][C:2]1[CH:3]=[C:4]([C:7](Cl)=[O:8])[O:5][CH:6]=1.Cl.[CH3:11][NH:12][O:13][CH3:14].C(N(CC)C(C)C)(C)C. The catalyst is C(Cl)Cl.CN(C1C=CN=CC=1)C. The product is [CH3:14][O:13][N:12]([CH3:11])[C:7]([C:4]1[O:5][CH:6]=[C:2]([Br:1])[CH:3]=1)=[O:8]. The yield is 0.700. (5) The reactants are Cl[C:2]1[C:14]2[C:13]3[C:8](=[CH:9][CH:10]=[CH:11][CH:12]=3)[NH:7][C:6]=2[N:5]=[C:4]([NH:15][C:16](=[O:21])[C:17]([CH3:20])([CH3:19])[CH3:18])[N:3]=1.[Br:22][C:23]1[CH:24]=[C:25]([CH:27]=[CH:28][CH:29]=1)[NH2:26]. No catalyst specified. The product is [Br:22][C:23]1[CH:24]=[C:25]([NH:26][C:2]2[C:14]3[C:13]4[C:8](=[CH:9][CH:10]=[CH:11][CH:12]=4)[NH:7][C:6]=3[N:5]=[C:4]([NH:15][C:16](=[O:21])[C:17]([CH3:20])([CH3:19])[CH3:18])[N:3]=2)[CH:27]=[CH:28][CH:29]=1. The yield is 0.800.